This data is from Catalyst prediction with 721,799 reactions and 888 catalyst types from USPTO. The task is: Predict which catalyst facilitates the given reaction. Reactant: [Cl:1][C:2]1[CH:3]=[C:4]([CH2:21][C:22]#[N:23])[CH:5]=[C:6]([Cl:20])[C:7]=1[O:8][C:9]1[CH:14]=[CH:13][C:12]([O:15][CH3:16])=[C:11]([CH:17]([CH3:19])[CH3:18])[CH:10]=1.[Cl-].[NH4+].[N-:26]=[N+:27]=[N-:28].[Na+]. Product: [Cl:1][C:2]1[CH:3]=[C:4]([CH:5]=[C:6]([Cl:20])[C:7]=1[O:8][C:9]1[CH:14]=[CH:13][C:12]([O:15][CH3:16])=[C:11]([CH:17]([CH3:19])[CH3:18])[CH:10]=1)[CH2:21][C:22]1[NH:28][N:27]=[N:26][N:23]=1. The catalyst class is: 9.